The task is: Regression. Given a peptide amino acid sequence and an MHC pseudo amino acid sequence, predict their binding affinity value. This is MHC class II binding data.. This data is from Peptide-MHC class II binding affinity with 134,281 pairs from IEDB. (1) The binding affinity (normalized) is 0.413. The MHC is DRB1_0802 with pseudo-sequence DRB1_0802. The peptide sequence is FWAVRGGGGESFGIV. (2) The peptide sequence is AKRVVRDPQGIRAWV. The MHC is H-2-IEd with pseudo-sequence H-2-IEd. The binding affinity (normalized) is 0.0242. (3) The peptide sequence is DGYFLKIKVTAASPM. The MHC is DRB4_0101 with pseudo-sequence DRB4_0103. The binding affinity (normalized) is 0.373. (4) The peptide sequence is GMFTNRSGSQ. The MHC is HLA-DQA10104-DQB10503 with pseudo-sequence HLA-DQA10104-DQB10503. The binding affinity (normalized) is 0.00867. (5) The peptide sequence is LGIISHLLKTRDNSV. The MHC is DRB1_1101 with pseudo-sequence DRB1_1101. The binding affinity (normalized) is 0.545. (6) The MHC is HLA-DQA10101-DQB10501 with pseudo-sequence HLA-DQA10101-DQB10501. The binding affinity (normalized) is 0.123. The peptide sequence is FPKEVWEQIFSTWLL. (7) The peptide sequence is RPFFHPVGEADYFEYHQEGGPDGEPD. The MHC is DRB1_0701 with pseudo-sequence DRB1_0701. The binding affinity (normalized) is 0.350. (8) The peptide sequence is LRIAAKIYSEADEAW. The MHC is HLA-DQA10201-DQB10202 with pseudo-sequence HLA-DQA10201-DQB10202. The binding affinity (normalized) is 0.562. (9) The peptide sequence is MLLDNMEVRGGMVAP. The MHC is HLA-DQA10501-DQB10402 with pseudo-sequence HLA-DQA10501-DQB10402. The binding affinity (normalized) is 0.531.